From a dataset of Full USPTO retrosynthesis dataset with 1.9M reactions from patents (1976-2016). Predict the reactants needed to synthesize the given product. Given the product [CH3:34][O:33][C:28]1[CH:29]=[CH:30][CH:31]=[CH:32][C:27]=1[CH2:26][O:25][CH2:24][CH2:23][CH2:22][O:21][C:18]1[CH:19]=[CH:20][C:15]([CH:14]2[CH2:13][CH2:12][N:11]([C:35]([O:37][C:38]([CH3:41])([CH3:40])[CH3:39])=[O:36])[CH2:10][CH:9]2[O:8][CH2:7][C:6]2[CH:42]=[CH:43][C:44]([CH3:45])=[C:4]([C:2](=[O:3])[N:50]([CH2:49][CH2:48][O:47][CH3:46])[CH3:51])[CH:5]=2)=[CH:16][CH:17]=1, predict the reactants needed to synthesize it. The reactants are: Cl[C:2]([C:4]1[CH:5]=[C:6]([CH:42]=[CH:43][C:44]=1[CH3:45])[CH2:7][O:8][CH:9]1[CH:14]([C:15]2[CH:20]=[CH:19][C:18]([O:21][CH2:22][CH2:23][CH2:24][O:25][CH2:26][C:27]3[CH:32]=[CH:31][CH:30]=[CH:29][C:28]=3[O:33][CH3:34])=[CH:17][CH:16]=2)[CH2:13][CH2:12][N:11]([C:35]([O:37][C:38]([CH3:41])([CH3:40])[CH3:39])=[O:36])[CH2:10]1)=[O:3].[CH3:46][O:47][CH2:48][CH2:49][NH:50][CH3:51].